This data is from Peptide-MHC class I binding affinity with 185,985 pairs from IEDB/IMGT. The task is: Regression. Given a peptide amino acid sequence and an MHC pseudo amino acid sequence, predict their binding affinity value. This is MHC class I binding data. The MHC is HLA-B58:01 with pseudo-sequence HLA-B58:01. The binding affinity (normalized) is 0.154. The peptide sequence is RTLNAWVKV.